Predict the reactants needed to synthesize the given product. From a dataset of Full USPTO retrosynthesis dataset with 1.9M reactions from patents (1976-2016). Given the product [CH3:63][O:62][CH2:61][C:44]1[NH:45][C:46]2[C:51]([C:43]=1[C:18]1[N:19]=[C:20]([N:23]3[CH2:28][CH2:27][O:26][CH2:25][CH2:24]3)[C:21]3[S:22][C:14]([CH2:13][N:10]4[CH2:11][CH2:12][N:7]([C:2]([CH3:6])([CH3:1])[C:3]([NH2:5])=[O:4])[CH2:8][CH2:9]4)=[CH:15][C:16]=3[N:17]=1)=[CH:50][CH:49]=[CH:48][CH:47]=2, predict the reactants needed to synthesize it. The reactants are: [CH3:1][C:2]([N:7]1[CH2:12][CH2:11][N:10]([CH2:13][C:14]2[S:22][C:21]3[C:20]([N:23]4[CH2:28][CH2:27][O:26][CH2:25][CH2:24]4)=[N:19][C:18]([Sn](CCCC)(CCCC)CCCC)=[N:17][C:16]=3[CH:15]=2)[CH2:9][CH2:8]1)([CH3:6])[C:3]([NH2:5])=[O:4].Br[C:43]1[C:51]2[C:46](=[CH:47][CH:48]=[CH:49][CH:50]=2)[N:45](S(C2C=CC=CC=2)(=O)=O)[C:44]=1[CH2:61][O:62][CH3:63].[OH-].[Na+].